From a dataset of Catalyst prediction with 721,799 reactions and 888 catalyst types from USPTO. Predict which catalyst facilitates the given reaction. (1) Reactant: [OH:1][CH:2]1[O:21][C@H:20]([CH2:22][OH:23])[C@@H:7]([O:8][C@@H:9]2[O:17][C@H:16]([CH2:18][OH:19])[C@H:14]([OH:15])[C@H:12]([OH:13])[C@H:10]2[OH:11])[C@H:5]([OH:6])[C@H:3]1[OH:4].[CH3:24][C:25]([C:27]([O:29][CH3:30])=[O:28])=[CH2:26].[Na+].[Cl-]. Product: [CH2:18]([OH:19])[C@H:16]1[O:17][C@@H:9]([O:8][C@H:7]2[C@H:5]([OH:6])[C@@:2]([OH:1])([CH2:3][OH:4])[O:21][C@@H:20]2[CH2:22][OH:23])[C@H:10]([OH:11])[C@@H:12]([OH:13])[C@H:14]1[OH:15].[OH2:28].[CH3:26][C:25]([C:27]([O:29][CH3:30])=[O:28])=[CH2:24]. The catalyst class is: 5. (2) Product: [CH3:31][C@@H:10]1[C@:9]([OH:32])([C:7]([CH2:6][OH:5])=[O:8])[C@:13]2([CH3:30])[C@H:12]([C@H:17]3[C@:16]([F:28])([C@@H:15]([OH:29])[CH2:14]2)[C@:26]2([CH3:27])[C:20](=[CH:21][C:22]([CH:24]=[CH:25]2)=[O:23])[CH2:19][CH2:18]3)[CH2:11]1. Reactant: CCC([O:5][CH2:6][C:7]([C@:9]1([O:32]C(CC)=O)[C@@:13]2([CH3:30])[CH2:14][C@H:15]([OH:29])[C@:16]3([F:28])[C@:26]4([CH3:27])[C:20](=[CH:21][C:22]([CH:24]=[CH:25]4)=[O:23])[CH2:19][CH2:18][C@H:17]3[C@@H:12]2[CH2:11][C@@H:10]1[CH3:31])=[O:8])=O. The catalyst class is: 8.